From a dataset of Catalyst prediction with 721,799 reactions and 888 catalyst types from USPTO. Predict which catalyst facilitates the given reaction. (1) Reactant: [C:1]([O:5][C:6]([N:8]1[CH2:11][CH:10]([C:12](O)=[O:13])[CH2:9]1)=[O:7])([CH3:4])([CH3:3])[CH3:2].Cl. Product: [OH:13][CH2:12][CH:10]1[CH2:11][N:8]([C:6]([O:5][C:1]([CH3:4])([CH3:3])[CH3:2])=[O:7])[CH2:9]1. The catalyst class is: 7. (2) Reactant: [CH3:1][O:2][C:3]1[CH:4]=[C:5]([C:9]2[C:10]([N:18]3[CH2:23][CH2:22][N:21](C(OC(C)(C)C)=O)[CH2:20][CH2:19]3)=[C:11]3[CH:17]=[CH:16][NH:15][C:12]3=[N:13][CH:14]=2)[CH:6]=[CH:7][CH:8]=1.C(O)(C(F)(F)F)=O.C1(N)C(F)=C(F)C(F)=C(N)C=1F.Cl.Cl. Product: [CH3:1][O:2][C:3]1[CH:4]=[C:5]([C:9]2[C:10]([N:18]3[CH2:23][CH2:22][NH:21][CH2:20][CH2:19]3)=[C:11]3[CH:17]=[CH:16][NH:15][C:12]3=[N:13][CH:14]=2)[CH:6]=[CH:7][CH:8]=1. The catalyst class is: 2. (3) Reactant: Br.Cl[C:3]1[C:4]2[CH2:15][CH2:14][CH2:13][C:5]=2[C:6]2[N:7]([C:9]([NH2:12])=[N:10][N:11]=2)[N:8]=1.[O-:16][CH2:17][CH3:18].[Na+]. Product: [CH2:17]([O:16][C:3]1[C:4]2[CH2:15][CH2:14][CH2:13][C:5]=2[C:6]2[N:7]([C:9]([NH2:12])=[N:10][N:11]=2)[N:8]=1)[CH3:18]. The catalyst class is: 8. (4) Reactant: [CH3:1][S:2](Cl)(=[O:4])=[O:3].[F:6][C:7]([F:21])([F:20])[C:8]1[CH:19]=[CH:18][C:11]([CH2:12][N:13]2[CH2:16][CH:15]([OH:17])[CH2:14]2)=[CH:10][CH:9]=1.C(N(CC)CC)C. Product: [F:21][C:7]([F:20])([F:6])[C:8]1[CH:19]=[CH:18][C:11]([CH2:12][N:13]2[CH2:16][CH:15]([O:17][S:2]([CH3:1])(=[O:4])=[O:3])[CH2:14]2)=[CH:10][CH:9]=1. The catalyst class is: 2. (5) Reactant: [Cl:1][C:2]1[CH:12]=[CH:11][CH:10]=[C:9]([Si:13]([CH3:16])([CH3:15])[CH3:14])[C:3]=1[C:4]([NH:6][CH2:7][CH3:8])=[O:5].[CH3:17]N(CCN(C)C)C.[Li]C(C)(C)C.CCCCC.CI. Product: [Cl:1][C:2]1[CH:12]=[CH:11][CH:10]=[C:9]([Si:13]([CH2:15][CH3:17])([CH3:14])[CH3:16])[C:3]=1[C:4]([NH:6][CH2:7][CH3:8])=[O:5]. The catalyst class is: 1. (6) Reactant: [Cl:1][C:2]1[CH:3]=[C:4]([C@@H:8]2[C@@H:13]([C:14]3[CH:19]=[CH:18][C:17]([Cl:20])=[CH:16][CH:15]=3)[N:12]([CH:21]([CH2:24][CH3:25])[CH2:22][CH3:23])[C:11](=[O:26])[C@:10]([CH2:28][C:29](O)=[O:30])([CH3:27])[CH2:9]2)[CH:5]=[CH:6][CH:7]=1.C(Cl)CCl.C1C=CC2N(O)N=NC=2C=1.[F:46][C:47]([F:53])([F:52])[S:48]([NH2:51])(=[O:50])=[O:49]. Product: [Cl:1][C:2]1[CH:3]=[C:4]([C@@H:8]2[C@@H:13]([C:14]3[CH:15]=[CH:16][C:17]([Cl:20])=[CH:18][CH:19]=3)[N:12]([CH:21]([CH2:24][CH3:25])[CH2:22][CH3:23])[C:11](=[O:26])[C@:10]([CH2:28][C:29]([NH:51][S:48]([C:47]([F:53])([F:52])[F:46])(=[O:50])=[O:49])=[O:30])([CH3:27])[CH2:9]2)[CH:5]=[CH:6][CH:7]=1. The catalyst class is: 239. (7) Reactant: [C:1]([O:5][C:6]([N:8]1[CH2:13][CH2:12][C@H:11]([NH:14][C@@H](C2C=CC=CC=2)C)[C@@H:10]([CH3:23])[CH2:9]1)=[O:7])([CH3:4])([CH3:3])[CH3:2]. Product: [C:1]([O:5][C:6]([N:8]1[CH2:13][CH2:12][C@H:11]([NH2:14])[C@@H:10]([CH3:23])[CH2:9]1)=[O:7])([CH3:4])([CH3:2])[CH3:3]. The catalyst class is: 293. (8) Reactant: Cl[C:2]1[N:10]=[C:9](Cl)[CH:8]=[CH:7][C:3]=1[C:4]([NH2:6])=[O:5].[OH:12][C:13]1[CH:18]=[CH:17][C:16]([NH:19][C:20](=[O:27])[C:21]2[CH:26]=[CH:25][CH:24]=[CH:23][CH:22]=2)=[CH:15][CH:14]=1.CC1(C)C(C)(C)OB([C:36]2[CH2:37][N:38]([C:41]([O:43]C(C)(C)C)=O)[CH2:39][CH:40]=2)O1.[C:49](Cl)(=O)[CH:50]=C.N1C=CCCC1.N1CCCCC1. Product: [C:41]([N:38]1[CH2:37][CH2:36][CH:40]([C:9]2[CH:8]=[CH:7][C:3]([C:4]([NH2:6])=[O:5])=[C:2]([O:12][C:13]3[CH:18]=[CH:17][C:16]([NH:19][C:20](=[O:27])[C:21]4[CH:26]=[CH:25][CH:24]=[CH:23][CH:22]=4)=[CH:15][CH:14]=3)[N:10]=2)[CH2:39]1)(=[O:43])[CH:49]=[CH2:50]. The catalyst class is: 45.